This data is from Reaction yield outcomes from USPTO patents with 853,638 reactions. The task is: Predict the reaction yield, written as a fraction of the theoretical maximum amount of product (1.0 means a 100% yield; for example, 0.34 means a 34% yield). (1) The product is [CH:30]1([O:29][C:4]2[C:5]3[C:10]([C:11]4[CH:20]=[CH:19][C:14]5[N:15]=[C:16]([CH3:18])[O:17][C:13]=5[CH:12]=4)=[CH:9][N:8]([CH2:21][O:22][CH2:23][CH2:24][Si:25]([CH3:28])([CH3:27])[CH3:26])[C:6]=3[N:7]=[C:2]([NH:35][C:36]3[CH:41]=[CH:40][C:39]([C:42]([N@@:44]4[CH2:46][CH:45]4[CH3:47])=[O:43])=[CH:38][C:37]=3[O:48][CH3:49])[N:3]=2)[CH2:34][CH2:33][CH2:32][CH2:31]1. The yield is 0.750. The catalyst is O1CCOCC1.C([O-])(=O)C.[Pd+2].C([O-])(=O)C. The reactants are Cl[C:2]1[N:3]=[C:4]([O:29][CH:30]2[CH2:34][CH2:33][CH2:32][CH2:31]2)[C:5]2[C:10]([C:11]3[CH:20]=[CH:19][C:14]4[N:15]=[C:16]([CH3:18])[O:17][C:13]=4[CH:12]=3)=[CH:9][N:8]([CH2:21][O:22][CH2:23][CH2:24][Si:25]([CH3:28])([CH3:27])[CH3:26])[C:6]=2[N:7]=1.[NH2:35][C:36]1[CH:41]=[CH:40][C:39]([C:42]([N@@:44]2[CH2:46][CH:45]2[CH3:47])=[O:43])=[CH:38][C:37]=1[O:48][CH3:49].C(=O)([O-])[O-].[Cs+].[Cs+].C1(P(C2C=CC=CC=2)C2C=CC3C(=CC=CC=3)C=2C2C3C(=CC=CC=3)C=CC=2P(C2C=CC=CC=2)C2C=CC=CC=2)C=CC=CC=1. (2) The reactants are [F:1][C:2]1([F:27])[CH2:7][CH2:6][CH:5]([CH2:8][C@H:9]2[CH2:14][C@@H:13]([C:15](=[O:22])[CH2:16][C:17](OCC)=[O:18])[CH2:12][CH2:11][N:10]2[C:23]([O:25][CH3:26])=[O:24])[CH2:4][CH2:3]1.[OH-].[Na+].[NH2:30]O.Cl. The catalyst is CO.O. The product is [F:1][C:2]1([F:27])[CH2:7][CH2:6][CH:5]([CH2:8][C@H:9]2[CH2:14][C@@H:13]([C:15]3[O:22][NH:30][C:17](=[O:18])[CH:16]=3)[CH2:12][CH2:11][N:10]2[C:23]([O:25][CH3:26])=[O:24])[CH2:4][CH2:3]1. The yield is 0.650. (3) The reactants are Br[C:2]1[CH:7]=[CH:6][C:5]([C:8]2[N:9]([CH2:14][C@@H:15]3[CH2:19][CH2:18][N:17]([C:20]([CH:22]4[CH2:24][CH2:23]4)=[O:21])[CH2:16]3)[C:10](=[O:13])[NH:11][N:12]=2)=[C:4]([F:25])[CH:3]=1.[N:26]1[C:35]2[C:30](=[CH:31][CH:32]=[C:33](B3OC(C)(C)C(C)(C)O3)[CH:34]=2)[CH:29]=[CH:28][CH:27]=1.C([O-])([O-])=O.[K+].[K+].Cl. The catalyst is CCOC(C)=O.C1C=CC(P(C2C=CC=CC=2)[C-]2C=CC=C2)=CC=1.C1C=CC(P(C2C=CC=CC=2)[C-]2C=CC=C2)=CC=1.Cl[Pd]Cl.[Fe+2].O1CCOCC1. The product is [CH:22]1([C:20]([N:17]2[CH2:18][CH2:19][C@@H:15]([CH2:14][N:9]3[C:8]([C:5]4[CH:6]=[CH:7][C:2]([C:33]5[CH:34]=[C:35]6[C:30]([CH:29]=[CH:28][CH:27]=[N:26]6)=[CH:31][CH:32]=5)=[CH:3][C:4]=4[F:25])=[N:12][NH:11][C:10]3=[O:13])[CH2:16]2)=[O:21])[CH2:24][CH2:23]1. The yield is 0.470. (4) The reactants are [OH:1][C:2]1[CH:7]=[CH:6][C:5]([CH2:8][C:9]([NH2:11])=[O:10])=[CH:4][C:3]=1[CH3:12].Br[CH2:14][C:15]([C:17]1[CH:22]=[CH:21][CH:20]=[CH:19][CH:18]=1)=[O:16].C(=O)([O-])[O-].[K+].[K+]. The catalyst is C(#N)C. The product is [CH3:12][C:3]1[CH:4]=[C:5]([CH2:8][C:9]([NH2:11])=[O:10])[CH:6]=[CH:7][C:2]=1[O:1][CH2:14][C:15](=[O:16])[C:17]1[CH:22]=[CH:21][CH:20]=[CH:19][CH:18]=1. The yield is 0.820. (5) The reactants are [OH:1][C:2]1[C:7]2[C@@:8]3([OH:45])[C@@:21]([O:25][CH3:26])([C@H:22]([OH:24])[CH2:23][C:6]=2[CH:5]=[C:4]([CH3:46])[C:3]=1[C:47]([O:49][CH3:50])=[O:48])[C:20](=[O:27])[C:19]1[C:10](=[CH:11][C:12]2[C:13](=[O:43])[C:14]([NH:30][C@@H:31]4[C@H:36]([O:37][CH3:38])[C@H:35]([OH:39])[C@@H:34]([O:40][CH3:41])[C@H:33]([CH3:42])[O:32]4)=[CH:15][C:16](=O)[C:17]=2[C:18]=1[OH:28])[C:9]3=[O:44].[CH3:51][NH2:52]. The catalyst is CO. The product is [OH:1][C:2]1[C:7]2[C@@:8]3([OH:45])[C@@:21]([O:25][CH3:26])([C@H:22]([OH:24])[CH2:23][C:6]=2[CH:5]=[C:4]([CH3:46])[C:3]=1[C:47]([O:49][CH3:50])=[O:48])[C:20](=[O:27])[C:19]1[C:10](=[CH:11][C:12]2[C:13](=[O:43])[C:14]([NH:30][C@@H:31]4[C@H:36]([O:37][CH3:38])[C@H:35]([OH:39])[C@@H:34]([O:40][CH3:41])[C@H:33]([CH3:42])[O:32]4)=[CH:15]/[C:16](=[N:52]\[CH3:51])/[C:17]=2[C:18]=1[OH:28])[C:9]3=[O:44]. The yield is 0.290. (6) The reactants are [CH2:1]([C:5]1[N:6]=[C:7]([CH3:27])[NH:8][C:9](=[O:26])[C:10]=1[CH2:11][C:12]1[CH:17]=[CH:16][C:15]([C:18]2[C:19]([C:24]#[N:25])=[CH:20][CH:21]=[CH:22][CH:23]=2)=[CH:14][CH:13]=1)[CH2:2][CH2:3][CH3:4].C(C=P(CCCC)(CCCC)CCCC)#N.[CH3:44][C:45]([C:49]1[CH:54]=[CH:53][CH:52]=[CH:51][CH:50]=1)([CH3:48])[CH2:46]O. The catalyst is C1(C)C=CC=CC=1. The product is [CH2:1]([C:5]1[N:6]=[C:7]([CH3:27])[N:8]([CH2:44][C:45]([CH3:48])([C:49]2[CH:54]=[CH:53][CH:52]=[CH:51][CH:50]=2)[CH3:46])[C:9](=[O:26])[C:10]=1[CH2:11][C:12]1[CH:17]=[CH:16][C:15]([C:18]2[C:19]([C:24]#[N:25])=[CH:20][CH:21]=[CH:22][CH:23]=2)=[CH:14][CH:13]=1)[CH2:2][CH2:3][CH3:4]. The yield is 0.100. (7) The reactants are [CH3:1][O:2][C:3](=[O:22])[C@@H:4]([C:6]1[CH:11]=[CH:10][C:9]([O:12]CC2C=CC(Cl)=C(Cl)C=2)=[CH:8][CH:7]=1)[OH:5]. The yield is 0.692. The catalyst is CO.[Pd]. The product is [CH3:1][O:2][C:3](=[O:22])[C@H:4]([OH:5])[C:6]1[CH:11]=[CH:10][C:9]([OH:12])=[CH:8][CH:7]=1.